Dataset: Forward reaction prediction with 1.9M reactions from USPTO patents (1976-2016). Task: Predict the product of the given reaction. Given the reactants [C:1]([NH:5][S:6]([C:9]1[CH:10]=[N:11][C:12]([C:15]2[NH:16][C:17]3[C:22]([C:23]=2[S:24]([CH3:27])(=[O:26])=[O:25])=[CH:21][C:20]([F:28])=[C:19]([CH2:29][CH3:30])[CH:18]=3)=[CH:13][CH:14]=1)(=[O:8])=[O:7])([CH3:4])([CH3:3])[CH3:2].Br[C:32]1[N:37]=[CH:36][CH:35]=[CH:34][N:33]=1.C([O-])([O-])=O.[K+].[K+].CN(C=O)C, predict the reaction product. The product is: [C:1]([NH:5][S:6]([C:9]1[CH:10]=[N:11][C:12]([C:15]2[N:16]([C:32]3[N:37]=[CH:36][CH:35]=[CH:34][N:33]=3)[C:17]3[C:22]([C:23]=2[S:24]([CH3:27])(=[O:26])=[O:25])=[CH:21][C:20]([F:28])=[C:19]([CH2:29][CH3:30])[CH:18]=3)=[CH:13][CH:14]=1)(=[O:8])=[O:7])([CH3:4])([CH3:3])[CH3:2].